Dataset: Forward reaction prediction with 1.9M reactions from USPTO patents (1976-2016). Task: Predict the product of the given reaction. (1) Given the reactants Cl.[CH3:2][N:3]1[CH:7]=[C:6]([C:8]2[CH:9]=[C:10]3[C:20](=[CH:21][CH:22]=2)[O:19][C:13]2([CH2:18][CH2:17][NH:16][CH2:15][CH2:14]2)[CH2:12][C:11]3=[O:23])[CH:5]=[N:4]1.[CH2:24]([O:26][C:27]1[CH:32]=[C:31]([C:33](O)=[O:34])[CH:30]=[C:29]([O:36][CH2:37][CH3:38])[C:28]=1[C:39]1[CH:44]=[CH:43][C:42]([F:45])=[C:41]([C:46]([O:48][CH3:49])=[O:47])[CH:40]=1)[CH3:25], predict the reaction product. The product is: [CH2:24]([O:26][C:27]1[CH:32]=[C:31]([C:33]([N:16]2[CH2:15][CH2:14][C:13]3([CH2:12][C:11](=[O:23])[C:10]4[C:20](=[CH:21][CH:22]=[C:8]([C:6]5[CH:5]=[N:4][N:3]([CH3:2])[CH:7]=5)[CH:9]=4)[O:19]3)[CH2:18][CH2:17]2)=[O:34])[CH:30]=[C:29]([O:36][CH2:37][CH3:38])[C:28]=1[C:39]1[CH:44]=[CH:43][C:42]([F:45])=[C:41]([C:46]([O:48][CH3:49])=[O:47])[CH:40]=1)[CH3:25]. (2) Given the reactants [CH3:1][C:2]1([CH3:22])[C:10]2=[CH:11][C:12]3[NH:13][C:14]4[C:19]([C:20]=3[CH:21]=[C:9]2[C:8]2[C:3]1=[CH:4][CH:5]=[CH:6][CH:7]=2)=[CH:18][CH:17]=[CH:16][CH:15]=4.[Br:23][C:24]1[CH:29]=[CH:28][C:27]([C:30]2[CH:35]=[CH:34][C:33](Br)=[CH:32][CH:31]=2)=[CH:26][CH:25]=1.C(P(C(C)(C)C)C(C)(C)C)(C)(C)C.CC([O-])(C)C.[Na+], predict the reaction product. The product is: [Br:23][C:24]1[CH:25]=[CH:26][C:27]([C:30]2[CH:35]=[CH:34][C:33]([N:13]3[C:12]4[CH:11]=[C:10]5[C:2]([CH3:22])([CH3:1])[C:3]6[C:8]([C:9]5=[CH:21][C:20]=4[C:19]4[C:14]3=[CH:15][CH:16]=[CH:17][CH:18]=4)=[CH:7][CH:6]=[CH:5][CH:4]=6)=[CH:32][CH:31]=2)=[CH:28][CH:29]=1.